Dataset: Reaction yield outcomes from USPTO patents with 853,638 reactions. Task: Predict the reaction yield, written as a fraction of the theoretical maximum amount of product (1.0 means a 100% yield; for example, 0.34 means a 34% yield). (1) The reactants are [F:1][C:2]1[CH:3]=[C:4]2[C:9](=[CH:10][C:11]=1[CH2:12]C(OC)=O)[N:8]=[C:7]([CH3:17])[CH:6]=[CH:5]2.[CH3:18][Mg+].[Br-].CC[O:23][CH2:24][CH3:25]. The catalyst is C1(C)C=CC=CC=1. The product is [F:1][C:2]1[CH:3]=[C:4]2[C:9](=[CH:10][C:11]=1[CH2:12][C:24]([CH3:25])([OH:23])[CH3:18])[N:8]=[C:7]([CH3:17])[CH:6]=[CH:5]2. The yield is 0.310. (2) The product is [NH2:2][C:1]1[S:17][CH:27]=[C:25]([CH2:24][OH:23])[C:3]=1[C:4]([O:6][CH3:7])=[O:5]. The reactants are [C:1]([CH2:3][C:4]([O:6][CH3:7])=[O:5])#[N:2].O.O.O.O.O.O.O.O.O.[S-2:17].[Na+].[Na+].C([O:23][CH2:24][C:25]([CH2:27]Cl)=O)(=O)C.C(N(CC)CC)C. The yield is 0.510. The catalyst is CO.O. (3) The reactants are [C:1]([O:5][C:6]([NH:8][CH2:9][C:10]1[C:11]([C:33]2[CH:38]=[CH:37][C:36]([CH3:39])=[CH:35][CH:34]=2)=[C:12](/[CH:21]=[CH:22]/[C:23]2[CH:32]=[CH:31][CH:30]=[CH:29][C:24]=2[C:25]([O:27][CH3:28])=[O:26])[C:13]([CH3:20])=[N:14][C:15]=1[CH2:16][CH:17]([CH3:19])[CH3:18])=[O:7])([CH3:4])([CH3:3])[CH3:2].[H][H]. The catalyst is [C].[Pd].CO. The product is [C:1]([O:5][C:6]([NH:8][CH2:9][C:10]1[C:11]([C:33]2[CH:38]=[CH:37][C:36]([CH3:39])=[CH:35][CH:34]=2)=[C:12]([CH2:21][CH2:22][C:23]2[CH:32]=[CH:31][CH:30]=[CH:29][C:24]=2[C:25]([O:27][CH3:28])=[O:26])[C:13]([CH3:20])=[N:14][C:15]=1[CH2:16][CH:17]([CH3:18])[CH3:19])=[O:7])([CH3:2])([CH3:3])[CH3:4]. The yield is 0.880.